This data is from Forward reaction prediction with 1.9M reactions from USPTO patents (1976-2016). The task is: Predict the product of the given reaction. Given the reactants [C:1](Cl)(=[O:5])[C:2](Cl)=[O:3].[CH3:7][CH:8]1[CH:13]=[C:12]([CH3:14])[CH2:11][CH2:10][CH:9]1[CH2:15][OH:16].[OH2:17], predict the reaction product. The product is: [CH3:7][CH:8]1[CH:13]=[C:12]([CH3:14])[CH2:11][CH2:10][CH:9]1[CH2:15][O:16][C:1](=[O:5])[C:2]([O:17][CH2:15][CH:9]1[CH2:10][CH2:11][C:12]([CH3:14])=[CH:13][CH:8]1[CH3:7])=[O:3].